From a dataset of Forward reaction prediction with 1.9M reactions from USPTO patents (1976-2016). Predict the product of the given reaction. Given the reactants [C:1]([O:4][C:5]1[CH:13]=[CH:12][C:8]([C:9](O)=[O:10])=[CH:7][CH:6]=1)(=[O:3])[CH3:2].C(Cl)(=O)C([Cl:17])=O.CN(C=O)C, predict the reaction product. The product is: [C:1]([O:4][C:5]1[CH:13]=[CH:12][C:8]([C:9]([Cl:17])=[O:10])=[CH:7][CH:6]=1)(=[O:3])[CH3:2].